From a dataset of Reaction yield outcomes from USPTO patents with 853,638 reactions. Predict the reaction yield, written as a fraction of the theoretical maximum amount of product (1.0 means a 100% yield; for example, 0.34 means a 34% yield). (1) The reactants are [NH2:1][C:2]1[N:7]=[C:6]([C:8]2[C:16]3[C:11](=[N:12][CH:13]=[CH:14][C:15]=3[N:17]3[CH2:21][CH2:20][CH2:19][C@H:18]3[CH2:22]O)[N:10](S(C3C=CC=CC=3)(=O)=O)[CH:9]=2)[CH:5]=[CH:4][N:3]=1.COCCN(S(F)(F)[F:43])CCOC.[OH-].[Na+]. The catalyst is C1COCC1.CCOC(C)=O. The product is [F:43][CH2:22][C@@H:18]1[CH2:19][CH2:20][CH2:21][N:17]1[C:15]1[CH:14]=[CH:13][N:12]=[C:11]2[NH:10][CH:9]=[C:8]([C:6]3[CH:5]=[CH:4][N:3]=[C:2]([NH2:1])[N:7]=3)[C:16]=12. The yield is 0.210. (2) The reactants are C[O:2][C:3](=[O:27])[C:4]1[CH:9]=[CH:8][C:7]([NH:10][C:11](=[O:26])[CH:12]([C:19]2[CH:24]=[CH:23][CH:22]=[C:21]([Cl:25])[CH:20]=2)[CH2:13][CH:14]2[CH2:18][CH2:17][CH2:16][CH2:15]2)=[N:6][CH:5]=1.[OH-].[Na+]. The catalyst is O1CCCC1.O.CO. The product is [Cl:25][C:21]1[CH:20]=[C:19]([CH:12]([CH2:13][CH:14]2[CH2:15][CH2:16][CH2:17][CH2:18]2)[C:11]([NH:10][C:7]2[CH:8]=[CH:9][C:4]([C:3]([OH:27])=[O:2])=[CH:5][N:6]=2)=[O:26])[CH:24]=[CH:23][CH:22]=1. The yield is 0.444.